This data is from Choline transporter screen with 302,306 compounds. The task is: Binary Classification. Given a drug SMILES string, predict its activity (active/inactive) in a high-throughput screening assay against a specified biological target. (1) The result is 0 (inactive). The compound is [O-]\[N+](c1c(cccc1)C)=C/c1ccncc1. (2) The molecule is S(c1n(CCNC(=O)C)c(=O)c2c(n1)cccc2)Cc1c(F)cccc1. The result is 0 (inactive).